This data is from Reaction yield outcomes from USPTO patents with 853,638 reactions. The task is: Predict the reaction yield, written as a fraction of the theoretical maximum amount of product (1.0 means a 100% yield; for example, 0.34 means a 34% yield). The reactants are [CH:1]1([C:4]2[N:5]=[C:6]3[C:12]([C:13]([OH:15])=O)=[CH:11][N:10]([CH2:16][O:17][CH2:18][CH2:19][Si:20]([CH3:23])([CH3:22])[CH3:21])[C:7]3=[N:8][CH:9]=2)[CH2:3][CH2:2]1.Cl.[CH3:25][S:26]([N:29]1[CH2:33][CH2:32][CH:31]([NH2:34])[CH2:30]1)(=[O:28])=[O:27].C(Cl)CCl.C1C=CC2N(O)N=NC=2C=1.CCN(C(C)C)C(C)C. The catalyst is CN(C=O)C. The product is [CH3:25][S:26]([N:29]1[CH2:33][CH2:32][CH:31]([NH:34][C:13]([C:12]2[C:6]3[C:7](=[N:8][CH:9]=[C:4]([CH:1]4[CH2:2][CH2:3]4)[N:5]=3)[N:10]([CH2:16][O:17][CH2:18][CH2:19][Si:20]([CH3:23])([CH3:21])[CH3:22])[CH:11]=2)=[O:15])[CH2:30]1)(=[O:28])=[O:27]. The yield is 0.960.